Predict which catalyst facilitates the given reaction. From a dataset of Catalyst prediction with 721,799 reactions and 888 catalyst types from USPTO. (1) Reactant: [C:1]([C:5]1[CH:25]=[CH:24][C:8]([CH2:9][S:10][C:11]2[O:12][C:13]3[C:18]([C:19](=[O:22])[C:20]=2[CH3:21])=[C:17]([OH:23])[CH:16]=[CH:15][CH:14]=3)=[CH:7][CH:6]=1)([CH3:4])([CH3:3])[CH3:2].[C:26]1([CH3:36])[CH:31]=[CH:30][C:29]([S:32](Cl)(=[O:34])=[O:33])=[CH:28][CH:27]=1.O.C(OCC)(=O)C. Product: [C:1]([C:5]1[CH:25]=[CH:24][C:8]([CH2:9][S:10][C:11]2[O:12][C:13]3[C:18]([C:19](=[O:22])[C:20]=2[CH3:21])=[C:17]([O:23][S:32]([C:29]2[CH:30]=[CH:31][C:26]([CH3:36])=[CH:27][CH:28]=2)(=[O:34])=[O:33])[CH:16]=[CH:15][CH:14]=3)=[CH:7][CH:6]=1)([CH3:2])([CH3:3])[CH3:4]. The catalyst class is: 17. (2) Reactant: [CH3:1][N:2]([CH3:10])[C:3]1[CH:4]=[CH:5][C:6]([NH2:9])=[N:7][CH:8]=1.Br[CH2:12][C:13](=O)[C:14]([O:16][CH2:17][CH3:18])=[O:15].C(O)C. Product: [CH3:1][N:2]([CH3:10])[C:3]1[CH:4]=[CH:5][C:6]2[N:7]([CH:12]=[C:13]([C:14]([O:16][CH2:17][CH3:18])=[O:15])[N:9]=2)[CH:8]=1. The catalyst class is: 57.